From a dataset of Catalyst prediction with 721,799 reactions and 888 catalyst types from USPTO. Predict which catalyst facilitates the given reaction. Reactant: [Al](C)(C)C.[Cl:5][C:6]1[C:13]([Cl:14])=[CH:12][CH:11]=[CH:10][C:7]=1[C:8]#[N:9].[N:15]([Si](C)(C)C)=[N+:16]=[N-:17].Cl. Product: [Cl:5][C:6]1[C:13]([Cl:14])=[CH:12][CH:11]=[CH:10][C:7]=1[C:8]1[NH:17][N:16]=[N:15][N:9]=1. The catalyst class is: 11.